Task: Predict which catalyst facilitates the given reaction.. Dataset: Catalyst prediction with 721,799 reactions and 888 catalyst types from USPTO (1) Reactant: [NH2:1][C@H:2]([C:5]([O:7][CH3:8])=[O:6])[CH2:3][OH:4].CCN(C(C)C)C(C)C.[S:18](Cl)([C:21]1[C:33]([CH3:34])=[C:32]2[C:26]([O:27][C:28]([CH2:31]2)([CH3:30])[CH3:29])=[C:24]([CH3:25])[C:22]=1[CH3:23])(=[O:20])=[O:19].C(O)(=O)CC(CC(O)=O)(C(O)=O)O. Product: [NH:1]([S:18]([C:21]1[C:33]([CH3:34])=[C:32]2[C:26]([O:27][C:28]([CH2:31]2)([CH3:30])[CH3:29])=[C:24]([CH3:25])[C:22]=1[CH3:23])(=[O:19])=[O:20])[C@H:2]([C:5]([O:7][CH3:8])=[O:6])[CH2:3][OH:4]. The catalyst class is: 22. (2) Product: [C:31]1([CH3:34])[CH:30]=[CH:29][C:28]([C:25]2[O:24][C:23]([CH2:22][S:13][C:10]3[N:9]([C:14]4[CH:19]=[CH:18][CH:17]=[CH:16][C:15]=4[Cl:20])[C:8]([C:5]4[CH:4]=[N:3][C:2]([NH2:1])=[N:7][CH:6]=4)=[N:12][N:11]=3)=[N:27][N:26]=2)=[CH:33][CH:32]=1. Reactant: [NH2:1][C:2]1[N:7]=[CH:6][C:5]([C:8]2[N:9]([C:14]3[CH:19]=[CH:18][CH:17]=[CH:16][C:15]=3[Cl:20])[C:10]([SH:13])=[N:11][N:12]=2)=[CH:4][N:3]=1.Cl[CH2:22][C:23]1[O:24][C:25]([C:28]2[CH:33]=[CH:32][C:31]([CH3:34])=[CH:30][CH:29]=2)=[N:26][N:27]=1.C([O-])([O-])=O.[K+].[K+]. The catalyst class is: 10.